From a dataset of NCI-60 drug combinations with 297,098 pairs across 59 cell lines. Regression. Given two drug SMILES strings and cell line genomic features, predict the synergy score measuring deviation from expected non-interaction effect. (1) Drug 1: C1CN(CCN1C(=O)CCBr)C(=O)CCBr. Drug 2: CCC1(C2=C(COC1=O)C(=O)N3CC4=CC5=C(C=CC(=C5CN(C)C)O)N=C4C3=C2)O.Cl. Cell line: HCT-15. Synergy scores: CSS=28.9, Synergy_ZIP=-5.16, Synergy_Bliss=3.42, Synergy_Loewe=-16.6, Synergy_HSA=0.260. (2) Drug 1: CCC(=C(C1=CC=CC=C1)C2=CC=C(C=C2)OCCN(C)C)C3=CC=CC=C3.C(C(=O)O)C(CC(=O)O)(C(=O)O)O. Drug 2: CC1=C2C(C(=O)C3(C(CC4C(C3C(C(C2(C)C)(CC1OC(=O)C(C(C5=CC=CC=C5)NC(=O)C6=CC=CC=C6)O)O)OC(=O)C7=CC=CC=C7)(CO4)OC(=O)C)O)C)OC(=O)C. Cell line: IGROV1. Synergy scores: CSS=9.12, Synergy_ZIP=5.89, Synergy_Bliss=10.8, Synergy_Loewe=-0.0610, Synergy_HSA=10.1. (3) Drug 1: CN1CCC(CC1)COC2=C(C=C3C(=C2)N=CN=C3NC4=C(C=C(C=C4)Br)F)OC. Drug 2: CC(C)(C#N)C1=CC(=CC(=C1)CN2C=NC=N2)C(C)(C)C#N. Cell line: UACC62. Synergy scores: CSS=3.39, Synergy_ZIP=-1.95, Synergy_Bliss=-1.69, Synergy_Loewe=-1.48, Synergy_HSA=-1.43. (4) Drug 1: C1=CC(=C2C(=C1NCCNCCO)C(=O)C3=C(C=CC(=C3C2=O)O)O)NCCNCCO. Drug 2: N.N.Cl[Pt+2]Cl. Cell line: EKVX. Synergy scores: CSS=7.71, Synergy_ZIP=-9.75, Synergy_Bliss=-7.39, Synergy_Loewe=-31.6, Synergy_HSA=-7.73.